From a dataset of NCI-60 drug combinations with 297,098 pairs across 59 cell lines. Regression. Given two drug SMILES strings and cell line genomic features, predict the synergy score measuring deviation from expected non-interaction effect. (1) Drug 1: CCCS(=O)(=O)NC1=C(C(=C(C=C1)F)C(=O)C2=CNC3=C2C=C(C=N3)C4=CC=C(C=C4)Cl)F. Drug 2: C1=C(C(=O)NC(=O)N1)F. Cell line: SF-268. Synergy scores: CSS=25.8, Synergy_ZIP=5.66, Synergy_Bliss=10.3, Synergy_Loewe=-44.5, Synergy_HSA=7.90. (2) Drug 1: C1C(C(OC1N2C=NC3=C(N=C(N=C32)Cl)N)CO)O. Drug 2: CN1C(=O)N2C=NC(=C2N=N1)C(=O)N. Cell line: NCIH23. Synergy scores: CSS=30.9, Synergy_ZIP=-2.53, Synergy_Bliss=-2.88, Synergy_Loewe=-42.3, Synergy_HSA=-5.05.